This data is from Full USPTO retrosynthesis dataset with 1.9M reactions from patents (1976-2016). The task is: Predict the reactants needed to synthesize the given product. (1) Given the product [CH3:70][O:69][C:67](=[O:68])[CH2:66][CH:63]1[CH2:64][CH2:65][N:60]([C:23]([C:21]2[CH:20]=[CH:19][C:8]3[N:9]([CH2:10][CH:11]4[CH2:16][CH2:15][C:14]([F:17])([F:18])[CH2:13][CH2:12]4)[C:5]([C:1]([CH3:4])([CH3:3])[CH3:2])=[N:6][C:7]=3[CH:22]=2)=[O:24])[CH2:61][CH2:62]1, predict the reactants needed to synthesize it. The reactants are: [C:1]([C:5]1[N:9]([CH2:10][CH:11]2[CH2:16][CH2:15][C:14]([F:18])([F:17])[CH2:13][CH2:12]2)[C:8]2[CH:19]=[CH:20][C:21]([C:23](O)=[O:24])=[CH:22][C:7]=2[N:6]=1)([CH3:4])([CH3:3])[CH3:2].CCN(C(C)C)C(C)C.CN(C(ON1N=NC2C=CC=NC1=2)=[N+](C)C)C.F[P-](F)(F)(F)(F)F.Cl.[NH:60]1[CH2:65][CH2:64][CH:63]([CH2:66][C:67]([O:69][CH3:70])=[O:68])[CH2:62][CH2:61]1. (2) Given the product [CH3:1][O:2][C:3]1[CH:13]=[CH:12][C:6]([C:7]([OH:9])=[O:8])=[CH:5][C:4]=1/[CH:14]=[CH:15]/[C:16]1[CH:21]=[CH:20][C:19]([C:22]([F:23])([F:25])[F:24])=[CH:18][CH:17]=1, predict the reactants needed to synthesize it. The reactants are: [CH3:1][O:2][C:3]1[CH:13]=[CH:12][C:6]([C:7]([O:9]CC)=[O:8])=[CH:5][C:4]=1/[CH:14]=[CH:15]/[C:16]1[CH:21]=[CH:20][C:19]([C:22]([F:25])([F:24])[F:23])=[CH:18][CH:17]=1.FC(F)(F)C1C=CC(CP(=O)(OCC)OCC)=CC=1.C(C1C=C(C=CC=1OC)C(OCC)=O)=O.